Dataset: Forward reaction prediction with 1.9M reactions from USPTO patents (1976-2016). Task: Predict the product of the given reaction. (1) Given the reactants [C:1]([O:7]CC)(=O)[CH2:2][C:3]([CH3:5])=O.C1(NN)CCCCC1.[CH:18]1([C:21]2[N:25]([CH:26](C)C)[N:24]=[CH:23][C:22]=2C=O)[CH2:20][CH2:19]1, predict the reaction product. The product is: [CH:23]1([N:24]2[C:3]([CH3:5])=[C:2]([CH:1]=[O:7])[CH:26]=[N:25]2)[CH2:19][CH2:20][CH2:18][CH2:21][CH2:22]1. (2) Given the reactants O=S1(=O)[CH2:7][CH:6]2[CH2:8][C@H:3]1[CH2:4][N:5]2[CH2:9][CH2:10][NH:11][C@:12]12[CH2:48][CH2:47][C@@H:46]([C:49]([CH3:51])=[CH2:50])[C@@H:13]1[C@@H:14]1[C@@:27]([CH3:30])([CH2:28][CH2:29]2)[C@@:26]2([CH3:31])[C@@H:17]([C@:18]3([CH3:45])[C@@H:23]([CH2:24][CH2:25]2)[C:22]([CH3:33])([CH3:32])[C:21]([C:34]2[CH2:39][CH:38]4[CH:36]([CH:37]4[C:40]([O:42][CH2:43][CH3:44])=[O:41])[CH:35]=2)=[CH:20][CH2:19]3)[CH2:16][CH2:15]1.Cl.C12CC(NC1)C[O:55]2, predict the reaction product. The product is: [C@H:3]12[CH2:8][CH:6]([N:5]([CH2:9][CH2:10][NH:11][C@:12]34[CH2:48][CH2:47][C@@H:46]([C:49]([CH3:51])=[CH2:50])[C@@H:13]3[C@@H:14]3[C@@:27]([CH3:30])([CH2:28][CH2:29]4)[C@@:26]4([CH3:31])[C@@H:17]([C@:18]5([CH3:45])[C@@H:23]([CH2:24][CH2:25]4)[C:22]([CH3:32])([CH3:33])[C:21]([C:34]4[CH2:39][CH:38]6[CH:36]([CH:37]6[C:40]([O:42][CH2:43][CH3:44])=[O:41])[CH:35]=4)=[CH:20][CH2:19]5)[CH2:16][CH2:15]3)[CH2:4]1)[CH2:7][O:55]2. (3) Given the reactants [F:1][C:2]1[N:11]=[CH:10][C:9]2[C:8](=O)[NH:7][CH:6]=[N:5][C:4]=2[CH:3]=1.O=P(Cl)(Cl)[Cl:15], predict the reaction product. The product is: [Cl:15][C:8]1[C:9]2[CH:10]=[N:11][C:2]([F:1])=[CH:3][C:4]=2[N:5]=[CH:6][N:7]=1. (4) Given the reactants [OH:1][C:2]1[CH:7]=[C:6]([CH3:8])[N:5]([CH3:9])[C:4](=[O:10])[C:3]=1[C:11](=[O:21])[CH:12]=[CH:13][C:14]1[CH:19]=[CH:18][CH:17]=[C:16]([OH:20])[CH:15]=1.[H-].[Na+].Cl.Cl[CH2:26][CH2:27][N:28]([CH3:30])[CH3:29], predict the reaction product. The product is: [OH:1][C:2]1[CH:7]=[C:6]([CH3:8])[N:5]([CH3:9])[C:4](=[O:10])[C:3]=1[C:11](=[O:21])[CH:12]=[CH:13][C:14]1[CH:19]=[CH:18][CH:17]=[C:16]([O:20][CH2:26][CH2:27][N:28]([CH3:30])[CH3:29])[CH:15]=1.